From a dataset of Forward reaction prediction with 1.9M reactions from USPTO patents (1976-2016). Predict the product of the given reaction. (1) Given the reactants [NH2:1][C:2]1[N:7]([C:8]2[C:13]([F:14])=[CH:12][C:11]([OH:15])=[CH:10][C:9]=2[F:16])[C:6](=[O:17])[CH:5]=[CH:4][C:3]=1[C:18](=[O:26])[C:19]1[CH:24]=[CH:23][C:22]([F:25])=[CH:21][CH:20]=1.Br[CH2:28][CH2:29][NH:30][C:31](=[O:37])[O:32][C:33]([CH3:36])([CH3:35])[CH3:34].C(=O)([O-])[O-].[K+].[K+].[I-].[Na+], predict the reaction product. The product is: [NH2:1][C:2]1[N:7]([C:8]2[C:13]([F:14])=[CH:12][C:11]([O:15][CH2:28][CH2:29][NH:30][C:31](=[O:37])[O:32][C:33]([CH3:36])([CH3:35])[CH3:34])=[CH:10][C:9]=2[F:16])[C:6](=[O:17])[CH:5]=[CH:4][C:3]=1[C:18](=[O:26])[C:19]1[CH:20]=[CH:21][C:22]([F:25])=[CH:23][CH:24]=1. (2) Given the reactants [C:1]([C:3](=[CH:9][CH:10]1[CH2:12][CH2:11]1)[C:4]([O:6][CH2:7][CH3:8])=[O:5])#[N:2].[CH3:13][Mg]Br, predict the reaction product. The product is: [C:1]([CH:3]([CH:9]([CH:10]1[CH2:11][CH2:12]1)[CH3:13])[C:4]([O:6][CH2:7][CH3:8])=[O:5])#[N:2]. (3) Given the reactants [C:1]([CH2:3][C:4]([NH:6][C:7]1[CH:12]=[C:11]([O:13][CH3:14])[C:10]([Cl:15])=[CH:9][C:8]=1[Cl:16])=[O:5])#[N:2].[CH2:17]([O:19][C:20]1[CH:26]=[CH:25][C:23]([NH2:24])=[CH:22][C:21]=1[F:27])[CH3:18].[CH2:28](OC(OCC)OCC)C, predict the reaction product. The product is: [CH2:17]([O:19][C:20]1[CH:26]=[CH:25][C:23]([NH:24][CH:28]=[C:3]([C:1]#[N:2])[C:4]([NH:6][C:7]2[CH:12]=[C:11]([O:13][CH3:14])[C:10]([Cl:15])=[CH:9][C:8]=2[Cl:16])=[O:5])=[CH:22][C:21]=1[F:27])[CH3:18]. (4) Given the reactants [N:1]([CH2:4][CH:5]1[CH2:10][NH:9][C:8]2[CH:11]=[CH:12][CH:13]=[C:14]([Br:15])[C:7]=2[O:6]1)=[N+:2]=[N-:3].[C:16](=O)([O-])[O-].[Cs+].[Cs+].IC, predict the reaction product. The product is: [N:1]([CH2:4][CH:5]1[CH2:10][N:9]([CH3:16])[C:8]2[CH:11]=[CH:12][CH:13]=[C:14]([Br:15])[C:7]=2[O:6]1)=[N+:2]=[N-:3]. (5) Given the reactants [OH:1][N:2]=[C:3]([C:10]1[N:14]([CH3:15])[CH:13]=[N:12][CH:11]=1)[C:4]1[CH:9]=[CH:8][CH:7]=[CH:6][CH:5]=1.Cl.Cl[CH2:18][C:19]1[N:20]=[C:21]([NH2:24])[S:22][CH:23]=1.C(=O)([O-])[O-].[Cs+].[Cs+].[I-].[K+], predict the reaction product. The product is: [CH3:15][N:14]1[C:10]([C:3](=[N:2][O:1][CH2:18][C:19]2[N:20]=[C:21]([NH2:24])[S:22][CH:23]=2)[C:4]2[CH:5]=[CH:6][CH:7]=[CH:8][CH:9]=2)=[CH:11][N:12]=[CH:13]1. (6) Given the reactants [Br:1][CH:2]1[C:7]2([C:10]3[CH:15]=[CH:14][C:13]([Cl:16])=[CH:12][CH:11]=3)[CH2:8][CH2:9][C:4]([CH2:17][OH:18])([CH2:5][O:6]2)[CH2:3]1.CC(OI1(OC(C)=O)(OC(C)=O)OC(=O)C2C=CC=CC1=2)=O, predict the reaction product. The product is: [Br:1][CH:2]1[C:7]2([C:10]3[CH:15]=[CH:14][C:13]([Cl:16])=[CH:12][CH:11]=3)[CH2:8][CH2:9][C:4]([CH:17]=[O:18])([CH2:5][O:6]2)[CH2:3]1. (7) Given the reactants [Cl:1][C:2]1[CH:3]=[C:4]2[C:12](=[CH:13][CH:14]=1)[O:11][C:7]1([CH2:10][CH2:9][CH2:8]1)[CH2:6]/[C:5]/2=[CH:15]\[C:16]([O:18]CC)=[O:17].[OH-].[Na+], predict the reaction product. The product is: [Cl:1][C:2]1[CH:3]=[C:4]2[C:12](=[CH:13][CH:14]=1)[O:11][C:7]1([CH2:8][CH2:9][CH2:10]1)[CH2:6]/[C:5]/2=[CH:15]\[C:16]([OH:18])=[O:17]. (8) The product is: [CH2:1]([N:8]1[CH2:12][CH:11]([N:13]([CH2:35][C:34]2[CH:37]=[CH:38][C:39]([Cl:40])=[C:32]([Cl:31])[CH:33]=2)[CH3:14])[CH2:10][CH:9]1[C:15]([N:17]1[CH2:22][CH2:21][N:20]([C:23]2[CH:30]=[CH:29][CH:28]=[CH:27][C:24]=2[C:25]#[N:26])[CH2:19][CH2:18]1)=[O:16])[C:2]1[CH:7]=[CH:6][CH:5]=[CH:4][CH:3]=1. Given the reactants [CH2:1]([N:8]1[CH2:12][CH:11]([NH:13][CH3:14])[CH2:10][CH:9]1[C:15]([N:17]1[CH2:22][CH2:21][N:20]([C:23]2[CH:30]=[CH:29][CH:28]=[CH:27][C:24]=2[C:25]#[N:26])[CH2:19][CH2:18]1)=[O:16])[C:2]1[CH:7]=[CH:6][CH:5]=[CH:4][CH:3]=1.[Cl:31][C:32]1[CH:33]=[C:34]([CH:37]=[CH:38][C:39]=1[Cl:40])[CH:35]=O.[BH-](OC(C)=O)(OC(C)=O)OC(C)=O.[Na+].CCN(CC)CC, predict the reaction product.